This data is from Forward reaction prediction with 1.9M reactions from USPTO patents (1976-2016). The task is: Predict the product of the given reaction. Given the reactants [C:1]([C:4]1[CH:9]=[CH:8][C:7]([C:10]2[CH:15]=[CH:14][CH:13]=[CH:12][CH:11]=2)=[CH:6][CH:5]=1)(=O)[CH3:2].Cl.[CH2:17]([O:19][C:20](=[O:23])[CH2:21][NH2:22])C.[BH4-].[Na+], predict the reaction product. The product is: [CH3:17][O:19][C:20](=[O:23])[CH2:21][NH:22][CH:1]([C:4]1[CH:9]=[CH:8][C:7]([C:10]2[CH:15]=[CH:14][CH:13]=[CH:12][CH:11]=2)=[CH:6][CH:5]=1)[CH3:2].